The task is: Predict the product of the given reaction.. This data is from Forward reaction prediction with 1.9M reactions from USPTO patents (1976-2016). (1) Given the reactants Br[C:2]1[CH:3]=[C:4]2[C:9](=[CH:10][CH:11]=1)[N:8]=[C:7]([O:12][CH3:13])[CH:6]=[C:5]2[C:14]1[CH:19]=[CH:18][CH:17]=[C:16]([O:20][CH3:21])[CH:15]=1.[Cl:22][C:23]1[S:27][C:26]([C:28]([C:30]2[N:31]([CH3:35])[CH:32]=[N:33][CH:34]=2)=[O:29])=[CH:25][CH:24]=1, predict the reaction product. The product is: [Cl:22][C:23]1[S:27][C:26]([C:28]([C:2]2[CH:3]=[C:4]3[C:9](=[CH:10][CH:11]=2)[N:8]=[C:7]([O:12][CH3:13])[CH:6]=[C:5]3[C:14]2[CH:19]=[CH:18][CH:17]=[C:16]([O:20][CH3:21])[CH:15]=2)([C:30]2[N:31]([CH3:35])[CH:32]=[N:33][CH:34]=2)[OH:29])=[CH:25][CH:24]=1. (2) Given the reactants [C:1]1([CH2:7][O:8][C:9]([O:11]N2C(=O)CCC2=O)=O)[CH:6]=[CH:5][CH:4]=[CH:3][CH:2]=1.[NH:19]1[CH2:24][CH2:23][CH2:22][CH:21]([CH2:25][CH2:26][CH2:27][OH:28])[CH2:20]1.C(N(CC)CC)C, predict the reaction product. The product is: [OH:28][CH2:27][CH2:26][CH2:25][CH:21]1[CH2:22][CH2:23][CH2:24][N:19]([C:9]([O:8][CH2:7][C:1]2[CH:2]=[CH:3][CH:4]=[CH:5][CH:6]=2)=[O:11])[CH2:20]1.